Dataset: Forward reaction prediction with 1.9M reactions from USPTO patents (1976-2016). Task: Predict the product of the given reaction. (1) Given the reactants C([N:5]1[C:9]([C:10]2[CH:15]=[CH:14][CH:13]=[CH:12][CH:11]=2)=[CH:8][C:7]([CH2:16][CH2:17][CH:18]=O)=[N:6]1)(C)(C)C.[F:20][C:21]1[CH:26]=[CH:25][C:24]([CH:27]([C:34]2[CH:39]=[CH:38][C:37]([F:40])=[CH:36][CH:35]=2)[N:28]2[CH2:33][CH2:32][NH:31][CH2:30][CH2:29]2)=[CH:23][CH:22]=1.CCN([CH:47]([CH3:49])[CH3:48])C(C)C.[BH-](OC(C)=O)(OC(C)=O)O[C:52](C)=O.[Na+], predict the reaction product. The product is: [C:47]([N:6]1[C:7]([CH2:16][CH2:17][CH2:18][N:31]2[CH2:30][CH2:29][N:28]([CH:27]([C:24]3[CH:23]=[CH:22][C:21]([F:20])=[CH:26][CH:25]=3)[C:34]3[CH:39]=[CH:38][C:37]([F:40])=[CH:36][CH:35]=3)[CH2:33][CH2:32]2)=[CH:8][C:9]([C:10]2[CH:11]=[CH:12][CH:13]=[CH:14][CH:15]=2)=[N:5]1)([CH3:49])([CH3:52])[CH3:48]. (2) The product is: [CH:27]([N:26]([CH2:25][CH2:24][C:22]1[O:21][N:20]=[C:19]([C:13]2[CH:18]=[CH:17][CH:16]=[CH:15][CH:14]=2)[N:23]=1)[C:9](=[O:10])[CH2:8][O:7][C:4]1[CH:5]=[CH:6][C:1]([CH3:12])=[CH:2][CH:3]=1)([CH3:29])[CH3:28]. Given the reactants [C:1]1([CH3:12])[CH:6]=[CH:5][C:4]([O:7][CH2:8][C:9](Cl)=[O:10])=[CH:3][CH:2]=1.[C:13]1([C:19]2[N:23]=[C:22]([CH2:24][CH2:25][NH:26][CH:27]([CH3:29])[CH3:28])[O:21][N:20]=2)[CH:18]=[CH:17][CH:16]=[CH:15][CH:14]=1.C(N(CC)CC)C, predict the reaction product. (3) Given the reactants [CH3:1][O:2][C:3]1[C:4]([CH2:11][S:12]([C:14]2[NH:24][C:17]3=[N:18][C:19]([O:22][CH3:23])=[CH:20][CH:21]=[C:16]3[N:15]=2)=[O:13])=[N:5][CH:6]=[CH:7][C:8]=1[O:9][CH3:10].C(=O)=O.CO, predict the reaction product. The product is: [CH3:1][O:2][C:3]1[C:4]([CH2:11][S@:12]([C:14]2[NH:24][C:17]3=[N:18][C:19]([O:22][CH3:23])=[CH:20][CH:21]=[C:16]3[N:15]=2)=[O:13])=[N:5][CH:6]=[CH:7][C:8]=1[O:9][CH3:10]. (4) Given the reactants [F:1][C:2]1[CH:3]=[CH:4][C:5]([SH:10])=[C:6]([CH2:8]O)[CH:7]=1.[BrH:11].[C:12]1([P:18]([C:25]2[CH:30]=[CH:29][CH:28]=[CH:27][CH:26]=2)[C:19]2[CH:24]=[CH:23][CH:22]=[CH:21][CH:20]=2)[CH:17]=[CH:16][CH:15]=[CH:14][CH:13]=1, predict the reaction product. The product is: [Br-:11].[F:1][C:2]1[CH:3]=[CH:4][C:5]([SH:10])=[C:6]([CH:7]=1)[CH2:8][P+:18]([C:19]1[CH:20]=[CH:21][CH:22]=[CH:23][CH:24]=1)([C:25]1[CH:30]=[CH:29][CH:28]=[CH:27][CH:26]=1)[C:12]1[CH:13]=[CH:14][CH:15]=[CH:16][CH:17]=1.